This data is from Forward reaction prediction with 1.9M reactions from USPTO patents (1976-2016). The task is: Predict the product of the given reaction. (1) Given the reactants [OH:1][CH2:2][CH2:3][O:4][CH2:5][CH2:6][O:7][CH2:8][CH2:9][O:10][CH2:11][CH2:12][C:13]([O:15][C:16]([CH3:19])([CH3:18])[CH3:17])=[O:14].C1(P(C2C=CC=CC=2)C2C=CC=CC=2)C=CC=CC=1.O[C:40]1[CH:41]=[C:42]([CH:47]=[CH:48][CH:49]=1)[C:43]([O:45][CH3:46])=[O:44].N(C(OC(C)C)=O)=NC(OC(C)C)=O, predict the reaction product. The product is: [CH3:17][C:16]([CH3:19])([CH3:18])[O:15][C:13](=[O:14])[CH2:12][CH2:11][O:10][CH2:9][CH2:8][O:7][CH2:6][CH2:5][O:4][CH2:3][CH2:2][O:1][C:40]1[CH:41]=[C:42]([CH:47]=[CH:48][CH:49]=1)[C:43]([O:45][CH3:46])=[O:44]. (2) Given the reactants Cl[CH2:2][CH2:3][CH2:4][CH2:5][C:6]([C:8]1[CH:9]=[C:10]([S:17]([NH2:20])(=[O:19])=[O:18])[C:11]2[O:15][CH2:14][CH2:13][C:12]=2[CH:16]=1)=[O:7].[F:21][C:22]([F:34])([F:33])[O:23][C:24]1[CH:29]=[CH:28][CH:27]=[CH:26][C:25]=1[CH2:30][CH2:31][NH2:32].[I-].[Na+].C(=O)([O-])[O-].[Na+].[Na+].C(OCCC)(=O)C.O.[S:51]([C:55]1[CH:61]=[CH:60][C:58]([CH3:59])=[CH:57][CH:56]=1)([OH:54])(=[O:53])=[O:52], predict the reaction product. The product is: [S:51]([C:55]1[CH:61]=[CH:60][C:58]([CH3:59])=[CH:57][CH:56]=1)([OH:54])(=[O:53])=[O:52].[F:21][C:22]([F:33])([F:34])[O:23][C:24]1[CH:29]=[CH:28][CH:27]=[CH:26][C:25]=1[CH2:30][CH2:31][NH:32][CH2:2][CH2:3][CH2:4][CH2:5][C:6]([C:8]1[CH:9]=[C:10]([S:17]([NH2:20])(=[O:19])=[O:18])[C:11]2[O:15][CH2:14][CH2:13][C:12]=2[CH:16]=1)=[O:7]. (3) Given the reactants [CH:1]1([C:4]2[N:8]=[C:7]([C:9]3[C:13]4[CH2:14][O:15][CH2:16][CH2:17][C:12]=4[S:11][C:10]=3[NH:18][C:19]([C:21]3[CH2:25][CH2:24][CH2:23][C:22]=3[C:26]([OH:28])=[O:27])=[O:20])[O:6][N:5]=2)[CH2:3][CH2:2]1.[C:29]12C(=O)OC(=O)C=1CCCC2, predict the reaction product. The product is: [CH:1]1([C:4]2[N:8]=[C:7]([C:9]3[C:13]4[CH2:14][O:15][CH2:16][CH2:17][C:12]=4[S:11][C:10]=3[NH:18][C:19]([C:21]3[CH2:25][CH2:24][CH2:23][CH2:29][C:22]=3[C:26]([OH:28])=[O:27])=[O:20])[O:6][N:5]=2)[CH2:2][CH2:3]1. (4) The product is: [CH3:1][N:2]1[CH2:7][CH:6]2[N:5]([C:14]3[N:19]=[CH:18][CH:17]=[CH:16][C:15]=3[CH2:20][C:9]3[CH:10]=[CH:11][CH:12]=[CH:13][C:8]=32)[CH2:4][CH2:3]1. Given the reactants [CH3:1][N:2]1[CH2:7][CH:6]([C:8]2[CH:13]=[CH:12][CH:11]=[CH:10][CH:9]=2)[N:5]([C:14]2[N:19]=[CH:18][CH:17]=[CH:16][C:15]=2[CH2:20]O)[CH2:4][CH2:3]1.S(=O)(=O)(O)O.N.[OH-].[Na+], predict the reaction product. (5) Given the reactants [I:1][C:2]1[C:10]2[C:5](=[CH:6][CH:7]=[CH:8][C:9]=2[N+:11]([O-:13])=[O:12])[NH:4][N:3]=1.C(=O)([O-])[O-].[K+].[K+].Br[CH2:21][C:22]1[S:26][C:25]([CH3:27])=[N:24][CH:23]=1, predict the reaction product. The product is: [I:1][C:2]1[C:10]2[C:5](=[CH:6][CH:7]=[CH:8][C:9]=2[N+:11]([O-:13])=[O:12])[N:4]([CH2:21][C:22]2[S:26][C:25]([CH3:27])=[N:24][CH:23]=2)[N:3]=1. (6) The product is: [CH3:1][C:2]1([C:17]2[CH:18]=[C:19]([NH:23][S:24]([CH3:27])(=[O:25])=[O:26])[CH:20]=[CH:21][CH:22]=2)[CH:7]2[CH:3]1[CH2:4][N:5]([CH2:8][CH2:9][CH2:10][C:11]1[CH:15]=[CH:14][S:13][CH:12]=1)[CH2:6]2. Given the reactants [CH3:1][C:2]1([C:17]2[CH:18]=[C:19]([NH:23][S:24]([CH3:27])(=[O:26])=[O:25])[CH:20]=[CH:21][CH:22]=2)[CH:7]2[CH:3]1[CH2:4][N:5]([C:8](=O)[CH2:9][CH2:10][C:11]1[CH:15]=[CH:14][S:13][CH:12]=1)[CH2:6]2.[H-].[Al+3].[Li+].[H-].[H-].[H-].O.C(=O)([O-])O.[Na+], predict the reaction product. (7) Given the reactants [OH-].[Li+].[Br:3][C:4]1[CH:5]=[CH:6][C:7]([O:22][CH2:23][C:24]2[CH:29]=[CH:28][CH:27]=[C:26]([O:30][CH3:31])[CH:25]=2)=[C:8]([CH:21]=1)[C:9]([O:11]CC1C=CC=C(OC)C=1)=[O:10], predict the reaction product. The product is: [Br:3][C:4]1[CH:5]=[CH:6][C:7]([O:22][CH2:23][C:24]2[CH:29]=[CH:28][CH:27]=[C:26]([O:30][CH3:31])[CH:25]=2)=[C:8]([CH:21]=1)[C:9]([OH:11])=[O:10].